Dataset: Reaction yield outcomes from USPTO patents with 853,638 reactions. Task: Predict the reaction yield, written as a fraction of the theoretical maximum amount of product (1.0 means a 100% yield; for example, 0.34 means a 34% yield). (1) The product is [OH:29][C@@:22]1([C:20]#[C:21][C:2]2[N:7]=[CH:6][N:5]=[C:4]([N:8]3[C:16]4[C:11](=[CH:12][CH:13]=[CH:14][CH:15]=4)[C:10]([C:17]([NH2:19])=[O:18])=[N:9]3)[CH:3]=2)[CH2:26][CH2:25][N:24]([CH3:27])[C:23]1=[O:28]. No catalyst specified. The reactants are Cl[C:2]1[N:7]=[CH:6][N:5]=[C:4]([N:8]2[C:16]3[C:11](=[CH:12][CH:13]=[CH:14][CH:15]=3)[C:10]([C:17]([NH2:19])=[O:18])=[N:9]2)[CH:3]=1.[C:20]([C@:22]1([OH:29])[CH2:26][CH2:25][N:24]([CH3:27])[C:23]1=[O:28])#[CH:21]. The yield is 0.0400. (2) The reactants are [NH2:1][CH2:2][CH2:3][NH:4][CH:5]([C:9]1[O:10][C:11]2[C:16]([C:17](=[O:26])[C:18]=1[CH2:19][C:20]1[CH:25]=[CH:24][CH:23]=[CH:22][CH:21]=1)=[CH:15][CH:14]=[C:13]([Cl:27])[CH:12]=2)[CH:6]([CH3:8])[CH3:7].C(N(CC)CC)C.[C:35]1([CH3:44])[CH:40]=[CH:39][C:38]([C:41](Cl)=[O:42])=[CH:37][CH:36]=1. The catalyst is C(Cl)Cl.CCOCC. The product is [CH2:19]([C:18]1[C:17](=[O:26])[C:16]2[C:11](=[CH:12][C:13]([Cl:27])=[CH:14][CH:15]=2)[O:10][C:9]=1[CH:5]([NH:4][CH2:3][CH2:2][NH:1][C:41](=[O:42])[C:38]1[CH:39]=[CH:40][C:35]([CH3:44])=[CH:36][CH:37]=1)[CH:6]([CH3:7])[CH3:8])[C:20]1[CH:21]=[CH:22][CH:23]=[CH:24][CH:25]=1. The yield is 0.500. (3) The yield is 0.180. The reactants are [N:1]1[CH:6]=[CH:5][CH:4]=[C:3]([CH:7]=[O:8])[CH:2]=1.[C:9]([Li])([CH3:12])([CH3:11])[CH3:10].[Cl-].[NH4+].C(OCC)(=O)C. The product is [CH3:10][C:9]([CH3:12])([CH3:11])[CH:7]([C:3]1[CH:2]=[N:1][CH:6]=[CH:5][CH:4]=1)[OH:8]. The catalyst is O1CCCC1.CCCCC. (4) The reactants are [C:1]([O:5][C:6](=[O:38])[N:7]([CH3:37])[C@H:8]([C:10](=[O:36])[NH:11][C@@H:12]1[C:18](=[O:19])[N:17]([CH2:20][C:21]2[C:30]3[C:25](=[CH:26][CH:27]=[CH:28][CH:29]=3)[CH:24]=[CH:23][C:22]=2[CH3:31])[C:16]2[CH:32]=[CH:33][CH:34]=[CH:35][C:15]=2[NH:14][CH2:13]1)[CH3:9])([CH3:4])([CH3:3])[CH3:2].[CH3:39][O:40][C:41](=[O:51])[C:42]1[CH:50]=[CH:49][C:45]([C:46](O)=[O:47])=[CH:44][CH:43]=1.O=P(Cl)(Cl)Cl. The catalyst is N1C=CC=CC=1. The product is [CH3:39][O:40][C:41](=[O:51])[C:42]1[CH:50]=[CH:49][C:45]([C:46]([N:14]2[CH2:13][C@H:12]([NH:11][C:10](=[O:36])[C@@H:8]([N:7]([C:6]([O:5][C:1]([CH3:4])([CH3:2])[CH3:3])=[O:38])[CH3:37])[CH3:9])[C:18](=[O:19])[N:17]([CH2:20][C:21]3[C:30]4[C:25](=[CH:26][CH:27]=[CH:28][CH:29]=4)[CH:24]=[CH:23][C:22]=3[CH3:31])[C:16]3[CH:32]=[CH:33][CH:34]=[CH:35][C:15]2=3)=[O:47])=[CH:44][CH:43]=1. The yield is 0.640. (5) The reactants are [NH2:1][C:2]1[C:3]([CH3:20])=[C:4]([C:8]2[CH:13]=[N:12][C:11]([C:14]([NH2:16])=[O:15])=[C:10]3[NH:17][CH:18]=[CH:19][C:9]=23)[CH:5]=[CH:6][CH:7]=1.[C:21](Cl)(=[O:24])[CH:22]=[CH2:23]. The catalyst is C1COCC1. The product is [C:21]([NH:1][C:2]1[C:3]([CH3:20])=[C:4]([C:8]2[CH:13]=[N:12][C:11]([C:14]([NH2:16])=[O:15])=[C:10]3[NH:17][CH:18]=[CH:19][C:9]=23)[CH:5]=[CH:6][CH:7]=1)(=[O:24])[CH:22]=[CH2:23]. The yield is 0.850. (6) The reactants are [CH3:1][O:2][C:3]([C:5]1[S:6][C:7]([Br:11])=[CH:8][C:9]=1[NH2:10])=[O:4].[CH2:12]1[O:22][C:15]2([CH2:20][CH2:19][C:18](=O)[CH2:17][CH2:16]2)[O:14][CH2:13]1.C([Sn](Cl)(Cl)CCCC)CCC.C1([SiH3])C=CC=CC=1. The catalyst is C1COCC1. The product is [CH3:1][O:2][C:3]([C:5]1[S:6][C:7]([Br:11])=[CH:8][C:9]=1[NH:10][CH:18]1[CH2:19][CH2:20][C:15]2([O:22][CH2:12][CH2:13][O:14]2)[CH2:16][CH2:17]1)=[O:4]. The yield is 0.680.